Dataset: NCI-60 drug combinations with 297,098 pairs across 59 cell lines. Task: Regression. Given two drug SMILES strings and cell line genomic features, predict the synergy score measuring deviation from expected non-interaction effect. (1) Drug 1: C1=CC(=CC=C1CC(C(=O)O)N)N(CCCl)CCCl.Cl. Drug 2: CC(C)NC(=O)C1=CC=C(C=C1)CNNC.Cl. Cell line: HS 578T. Synergy scores: CSS=6.04, Synergy_ZIP=-1.52, Synergy_Bliss=2.70, Synergy_Loewe=-5.29, Synergy_HSA=-1.68. (2) Cell line: HL-60(TB). Drug 1: CNC(=O)C1=NC=CC(=C1)OC2=CC=C(C=C2)NC(=O)NC3=CC(=C(C=C3)Cl)C(F)(F)F. Synergy scores: CSS=-8.89, Synergy_ZIP=4.13, Synergy_Bliss=0.808, Synergy_Loewe=-5.93, Synergy_HSA=-6.64. Drug 2: C1C(C(OC1N2C=NC3=C2NC=NCC3O)CO)O.